Dataset: Full USPTO retrosynthesis dataset with 1.9M reactions from patents (1976-2016). Task: Predict the reactants needed to synthesize the given product. Given the product [ClH:25].[CH2:1]([N:5]1[CH2:6][CH2:7][CH:8]([N:11]2[CH2:12][CH2:13][CH:14]([NH2:17])[CH2:15][CH2:16]2)[CH2:9][CH2:10]1)[CH:2]([CH3:4])[CH3:3], predict the reactants needed to synthesize it. The reactants are: [CH2:1]([N:5]1[CH2:10][CH2:9][CH:8]([N:11]2[CH2:16][CH2:15][CH:14]([NH:17]C(=O)OC(C)(C)C)[CH2:13][CH2:12]2)[CH2:7][CH2:6]1)[CH:2]([CH3:4])[CH3:3].[ClH:25].